Task: Predict which catalyst facilitates the given reaction.. Dataset: Catalyst prediction with 721,799 reactions and 888 catalyst types from USPTO (1) Reactant: [Br:1][C:2]1[CH:3]=[C:4]2[C:8](=[C:9](I)[CH:10]=1)[NH:7][CH:6]=[C:5]2[CH:12]([CH3:14])[CH3:13].[CH3:15][N:16](C=O)C. Product: [Br:1][C:2]1[CH:3]=[C:4]2[C:8](=[C:9]([C:15]#[N:16])[CH:10]=1)[NH:7][CH:6]=[C:5]2[CH:12]([CH3:14])[CH3:13]. The catalyst class is: 267. (2) Reactant: [CH3:1][C:2]1[NH:3][C:4]2[C:9]([CH:10]=1)=[CH:8][C:7]([N+:11]([O-:13])=[O:12])=[CH:6][CH:5]=2.[H-].[Na+].I[CH3:17].[Cl-].[NH4+]. Product: [CH3:17][N:3]1[C:4]2[C:9](=[CH:8][C:7]([N+:11]([O-:13])=[O:12])=[CH:6][CH:5]=2)[CH:10]=[C:2]1[CH3:1]. The catalyst class is: 9.